Predict the product of the given reaction. From a dataset of Forward reaction prediction with 1.9M reactions from USPTO patents (1976-2016). (1) Given the reactants C1C=CC(P(C2C(C3C(P(C4C=CC=CC=4)C4C=CC=CC=4)=CC=C4C=3C=CC=C4)=C3C(C=CC=C3)=CC=2)C2C=CC=CC=2)=CC=1.[C:47]([O:51][C:52]([N:54]1[CH2:59][CH2:58][C:57]2([CH2:64][CH2:63][NH:62][CH2:61][CH2:60]2)[CH2:56][CH2:55]1)=[O:53])([CH3:50])([CH3:49])[CH3:48].Br[C:66]1[CH:71]=[CH:70][C:69]([F:72])=[CH:68][CH:67]=1, predict the reaction product. The product is: [C:47]([O:51][C:52]([N:54]1[CH2:59][CH2:58][C:57]2([CH2:64][CH2:63][N:62]([C:66]3[CH:71]=[CH:70][C:69]([F:72])=[CH:68][CH:67]=3)[CH2:61][CH2:60]2)[CH2:56][CH2:55]1)=[O:53])([CH3:50])([CH3:48])[CH3:49]. (2) Given the reactants [F:1][CH:2]([F:19])[CH2:3][CH2:4][C:5]1([OH:18])[CH2:10][CH2:9][N:8](C(OC(C)(C)C)=O)[CH2:7][CH2:6]1, predict the reaction product. The product is: [F:19][CH:2]([F:1])[CH2:3][CH2:4][C:5]1([OH:18])[CH2:6][CH2:7][NH:8][CH2:9][CH2:10]1. (3) Given the reactants Cl.[NH:2]1[CH2:7][CH2:6][CH:5]([NH:8][C:9]([C:11]2[C:15]3[N:16]=[CH:17][N:18]=[C:19]([C:20]4[CH:25]=[C:24]([F:26])[CH:23]=[CH:22][C:21]=4[O:27][CH2:28][CH:29]4[CH2:31][CH2:30]4)[C:14]=3[NH:13][C:12]=2[CH3:32])=[O:10])[CH2:4][CH2:3]1.[CH3:33][O:34][CH2:35][C:36](Cl)=[O:37], predict the reaction product. The product is: [CH3:33][O:34][CH2:35][C:36]([N:2]1[CH2:3][CH2:4][CH:5]([NH:8][C:9]([C:11]2[C:15]3[N:16]=[CH:17][N:18]=[C:19]([C:20]4[CH:25]=[C:24]([F:26])[CH:23]=[CH:22][C:21]=4[O:27][CH2:28][CH:29]4[CH2:30][CH2:31]4)[C:14]=3[NH:13][C:12]=2[CH3:32])=[O:10])[CH2:6][CH2:7]1)=[O:37].